From a dataset of Catalyst prediction with 721,799 reactions and 888 catalyst types from USPTO. Predict which catalyst facilitates the given reaction. (1) Reactant: [C:1]([O:5][C@@H:6]([C:12]1[C:21]([CH3:22])=[CH:20][C:19]2[C:14](=[CH:15][CH:16]=[C:17]([CH3:23])[CH:18]=2)[C:13]=1[OH:24])[C:7]([O:9][CH2:10][CH3:11])=[O:8])([CH3:4])([CH3:3])[CH3:2].[B-](F)(F)(F)[F:26].[B-](F)(F)(F)F.C1[N+]2(CCl)CC[N+](F)(CC2)C1. Product: [C:1]([O:5][C@@H:6]([C:12]1[C:21]([CH3:22])=[C:20]([F:26])[C:19]2[C:14](=[CH:15][CH:16]=[C:17]([CH3:23])[CH:18]=2)[C:13]=1[OH:24])[C:7]([O:9][CH2:10][CH3:11])=[O:8])([CH3:4])([CH3:3])[CH3:2]. The catalyst class is: 23. (2) Reactant: [CH2:1]([N:3]([CH2:10][CH3:11])[CH2:4][CH2:5][CH2:6][CH2:7][CH2:8][CH3:9])[CH3:2].[CH3:12][O:13][P:14](=[O:19])([O:17]C)[O:15]C. Product: [P:14]([O-:19])([O-:17])([O-:15])=[O:13].[CH2:10]([N+:3]([CH2:1][CH3:2])([CH2:4][CH2:5][CH2:6][CH2:7][CH2:8][CH3:9])[CH3:12])[CH3:11].[CH2:10]([N+:3]([CH3:12])([CH2:4][CH2:5][CH2:6][CH2:7][CH2:8][CH3:9])[CH2:1][CH3:2])[CH3:11].[CH2:10]([N+:3]([CH3:12])([CH2:4][CH2:5][CH2:6][CH2:7][CH2:8][CH3:9])[CH2:1][CH3:2])[CH3:11]. The catalyst class is: 5. (3) Reactant: [Cl:1][C:2]1[CH:7]=[C:6]([Cl:8])[CH:5]=[CH:4][C:3]=1[N:9]1[C:13]2=[N:14][C:15]3[CH:20]=[CH:19][CH:18]=[C:17]([N:21]([CH2:24][CH3:25])[CH2:22][CH3:23])[C:16]=3[N:12]2[CH2:11][CH:10]1[CH2:26][C:27]([O:29]C)=[O:28].[OH-].[Na+].Cl. Product: [Cl:1][C:2]1[CH:7]=[C:6]([Cl:8])[CH:5]=[CH:4][C:3]=1[N:9]1[C:13]2=[N:14][C:15]3[CH:20]=[CH:19][CH:18]=[C:17]([N:21]([CH2:24][CH3:25])[CH2:22][CH3:23])[C:16]=3[N:12]2[CH2:11][CH:10]1[CH2:26][C:27]([OH:29])=[O:28]. The catalyst class is: 83. (4) Reactant: [Cl:1][C:2]1[CH:7]=[CH:6][C:5]([C@@H:8]2[CH2:13][CH2:12][NH:11][CH2:10][C@H:9]2[C:14]([O:16][CH3:17])=[O:15])=[CH:4][CH:3]=1.C(N(CC)C(C)C)(C)C.I[CH2:28][CH2:29][F:30]. Product: [Cl:1][C:2]1[CH:7]=[CH:6][C:5]([C@@H:8]2[CH2:13][CH2:12][N:11]([CH2:28][CH2:29][F:30])[CH2:10][C@H:9]2[C:14]([O:16][CH3:17])=[O:15])=[CH:4][CH:3]=1. The catalyst class is: 7.